Dataset: Forward reaction prediction with 1.9M reactions from USPTO patents (1976-2016). Task: Predict the product of the given reaction. Given the reactants [N+:1]([C:4]1[C:12]([O:13][CH3:14])=[C:11]([O:15][CH2:16][C:17]2[CH:22]=[CH:21][CH:20]=[CH:19][CH:18]=2)[C:10]([O:23][CH3:24])=[CH:9][C:5]=1[C:6]([OH:8])=O)([O-:3])=[O:2].C(Cl)(=O)C(Cl)=O.C(OC1[C:47](OC)=[CH:46][C:42](C(Cl)=O)=[C:41]([N+:50]([O-])=O)[C:40]=1[O:53]C)C1C=CC=CC=1.N1(CO)CCCC1, predict the reaction product. The product is: [CH2:16]([O:15][C:11]1[C:10]([O:23][CH3:24])=[CH:9][C:5]([C:6]([N:50]2[CH2:47][CH2:46][CH2:42][CH:41]2[CH2:40][OH:53])=[O:8])=[C:4]([N+:1]([O-:3])=[O:2])[C:12]=1[O:13][CH3:14])[C:17]1[CH:22]=[CH:21][CH:20]=[CH:19][CH:18]=1.